Dataset: Full USPTO retrosynthesis dataset with 1.9M reactions from patents (1976-2016). Task: Predict the reactants needed to synthesize the given product. The reactants are: Cl[CH2:2][CH2:3][CH2:4][O:5][C:6]1[CH:11]=[CH:10][C:9]([C:12]2[S:13][C:14]3[C:15](=[O:25])[N:16]([CH3:24])[CH2:17][C:18]([CH3:23])([CH3:22])[CH2:19][C:20]=3[N:21]=2)=[CH:8][CH:7]=1.C(=O)([O-])[O-].[K+].[K+].[I-].[Na+].[CH3:34][CH:35]1[CH2:39][CH2:38][CH2:37][NH:36]1. Given the product [CH3:24][N:16]1[CH2:17][C:18]([CH3:23])([CH3:22])[CH2:19][C:20]2[N:21]=[C:12]([C:9]3[CH:10]=[CH:11][C:6]([O:5][CH2:4][CH2:3][CH2:2][N:36]4[CH2:37][CH2:38][CH2:39][CH:35]4[CH3:34])=[CH:7][CH:8]=3)[S:13][C:14]=2[C:15]1=[O:25], predict the reactants needed to synthesize it.